From a dataset of Catalyst prediction with 721,799 reactions and 888 catalyst types from USPTO. Predict which catalyst facilitates the given reaction. (1) Reactant: C([O:5][CH:6]1[CH2:11][CH2:10][CH:9]=[C:8]([C:12]#[N:13])[CH2:7]1)(=O)CC.[OH-].[Na+].Cl. Product: [OH:5][CH:6]1[CH2:7][C:8]([C:12]#[N:13])=[CH:9][CH2:10][CH2:11]1. The catalyst class is: 242. (2) Product: [CH:3]([C:4]1[CH:8]=[C:7]([C:9]([O:11][CH2:12][CH3:13])=[O:10])[N:6]([CH3:14])[N:5]=1)=[O:2]. Reactant: C[O:2][CH:3](OC)[C:4]1[CH:8]=[C:7]([C:9]([O:11][CH2:12][CH3:13])=[O:10])[N:6]([CH3:14])[N:5]=1. The catalyst class is: 15. (3) Reactant: Br[C:2]1[N:7]=[C:6]([NH:8][C:9]([C:11]2[CH:33]=[CH:32][C:14]([O:15][C:16]3[CH:25]=[C:24]4[C:19]([CH:20]([C:26]([O:28][CH3:29])=[O:27])[CH2:21][CH2:22][O:23]4)=[CH:18][C:17]=3[C:30]#[N:31])=[CH:13][CH:12]=2)=[O:10])[CH:5]=[CH:4][CH:3]=1.[CH3:34][C:35]1[CH:36]=[C:37](B(O)O)[CH:38]=[CH:39][C:40]=1[CH3:41].C(=O)([O-])[O-].[Na+].[Na+].C1(C)C=CC=CC=1. Product: [C:30]([C:17]1[CH:18]=[C:19]2[C:24](=[CH:25][C:16]=1[O:15][C:14]1[CH:32]=[CH:33][C:11]([C:9](=[O:10])[NH:8][C:6]3[CH:5]=[CH:4][CH:3]=[C:2]([C:37]4[CH:38]=[CH:39][C:40]([CH3:41])=[C:35]([CH3:34])[CH:36]=4)[N:7]=3)=[CH:12][CH:13]=1)[O:23][CH2:22][CH2:21][CH:20]2[C:26]([O:28][CH3:29])=[O:27])#[N:31]. The catalyst class is: 6. (4) Reactant: [Br:1][C:2]1[C:3](F)=[C:4]2[C:10]([NH:11][C:12](=[O:19])[C:13]3[CH:18]=[CH:17][CH:16]=[N:15][CH:14]=3)=[CH:9][NH:8][C:5]2=[N:6][CH:7]=1.[NH:21]1[CH2:24][CH:23]([NH:25][C:26](=[O:32])[O:27][C:28]([CH3:31])([CH3:30])[CH3:29])[CH2:22]1. Product: [Br:1][C:2]1[C:3]([N:21]2[CH2:24][CH:23]([NH:25][C:26](=[O:32])[O:27][C:28]([CH3:30])([CH3:29])[CH3:31])[CH2:22]2)=[C:4]2[C:10]([NH:11][C:12](=[O:19])[C:13]3[CH:18]=[CH:17][CH:16]=[N:15][CH:14]=3)=[CH:9][NH:8][C:5]2=[N:6][CH:7]=1. The catalyst class is: 114.